Dataset: Forward reaction prediction with 1.9M reactions from USPTO patents (1976-2016). Task: Predict the product of the given reaction. Given the reactants [Br:1][C:2]1[CH:3]=[C:4]([CH:7]=[CH:8][CH:9]=1)[CH:5]=[O:6].CC1C=CC(S([CH2:20][N+:21]#[C-:22])(=O)=O)=CC=1.C([O-])([O-])=O.[K+].[K+], predict the reaction product. The product is: [Br:1][C:2]1[CH:3]=[C:4]([C:5]2[O:6][CH:22]=[N:21][CH:20]=2)[CH:7]=[CH:8][CH:9]=1.